This data is from Full USPTO retrosynthesis dataset with 1.9M reactions from patents (1976-2016). The task is: Predict the reactants needed to synthesize the given product. (1) Given the product [CH3:1][N:2]1[C:10]2[C:5](=[CH:6][C:7]([NH:11][NH:12][C:13]([N:15]=[CH:26][C:25]3[CH:28]=[C:29]([Br:40])[C:30]([O:32][CH2:33][C:34]4[CH:39]=[CH:38][CH:37]=[CH:36][CH:35]=4)=[CH:31][C:24]=3[O:23][CH2:16][C:17]3[CH:22]=[CH:21][CH:20]=[CH:19][CH:18]=3)=[O:14])=[CH:8][CH:9]=2)[CH:4]=[CH:3]1, predict the reactants needed to synthesize it. The reactants are: [CH3:1][N:2]1[C:10]2[C:5](=[CH:6][C:7]([NH:11][NH:12][C:13]([NH2:15])=[O:14])=[CH:8][CH:9]=2)[CH:4]=[CH:3]1.[CH2:16]([O:23][C:24]1[CH:31]=[C:30]([O:32][CH2:33][C:34]2[CH:39]=[CH:38][CH:37]=[CH:36][CH:35]=2)[C:29]([Br:40])=[CH:28][C:25]=1[CH:26]=O)[C:17]1[CH:22]=[CH:21][CH:20]=[CH:19][CH:18]=1. (2) Given the product [F:2][C:3]1[CH:24]=[C:23]([NH:25][C:26]([NH:28][C:29](=[O:37])[CH2:30][C:31]2[CH:32]=[CH:33][CH:34]=[CH:35][CH:36]=2)=[S:27])[CH:22]=[CH:21][C:4]=1[O:5][C:6]1[C:15]2[C:10](=[CH:11][C:12]([O:19][CH3:20])=[C:13]([C:16]([NH:39][CH3:38])=[O:18])[CH:14]=2)[N:9]=[CH:8][CH:7]=1, predict the reactants needed to synthesize it. The reactants are: Cl.[F:2][C:3]1[CH:24]=[C:23]([NH:25][C:26]([NH:28][C:29](=[O:37])[CH2:30][C:31]2[CH:36]=[CH:35][CH:34]=[CH:33][CH:32]=2)=[S:27])[CH:22]=[CH:21][C:4]=1[O:5][C:6]1[C:15]2[C:10](=[CH:11][C:12]([O:19][CH3:20])=[C:13]([C:16]([OH:18])=O)[CH:14]=2)[N:9]=[CH:8][CH:7]=1.[CH3:38][NH2:39]. (3) Given the product [F:45][C:42]1[CH:43]=[CH:44][C:39]([CH2:38][O:23][C:24]2[CH:29]=[N:28][N:27]([CH:30]3[CH2:35][CH2:34][CH2:33][CH2:32][O:31]3)[C:26](=[O:36])[CH:25]=2)=[CH:40][CH:41]=1, predict the reactants needed to synthesize it. The reactants are: BrC1C=CC(COC2C=NN(C3CCCCO3)C(=O)C=2)=NC=1.[OH:23][C:24]1[CH:29]=[N:28][N:27]([CH:30]2[CH2:35][CH2:34][CH2:33][CH2:32][O:31]2)[C:26](=[O:36])[CH:25]=1.Cl[CH2:38][C:39]1[CH:44]=[CH:43][C:42]([F:45])=[CH:41][CH:40]=1.